From a dataset of Retrosynthesis with 50K atom-mapped reactions and 10 reaction types from USPTO. Predict the reactants needed to synthesize the given product. Given the product COc1ccc([C@@H]2Sc3ccccc3N(CCN(C)C)C(=O)[C@@H]2OC(=O)c2ccc([N+](=O)[O-])c([N+](=O)[O-])c2)cc1, predict the reactants needed to synthesize it. The reactants are: COc1ccc([C@@H]2Sc3ccccc3N(CCN(C)C)C(=O)[C@@H]2O)cc1.O=C(O)c1ccc([N+](=O)[O-])c([N+](=O)[O-])c1.